Dataset: NCI-60 drug combinations with 297,098 pairs across 59 cell lines. Task: Regression. Given two drug SMILES strings and cell line genomic features, predict the synergy score measuring deviation from expected non-interaction effect. (1) Drug 1: C1CC(=O)NC(=O)C1N2CC3=C(C2=O)C=CC=C3N. Drug 2: C1CNP(=O)(OC1)N(CCCl)CCCl. Cell line: COLO 205. Synergy scores: CSS=-8.15, Synergy_ZIP=-1.61, Synergy_Bliss=-12.3, Synergy_Loewe=-8.41, Synergy_HSA=-11.2. (2) Drug 1: COC1=CC(=CC(=C1O)OC)C2C3C(COC3=O)C(C4=CC5=C(C=C24)OCO5)OC6C(C(C7C(O6)COC(O7)C8=CC=CS8)O)O. Drug 2: C1C(C(OC1N2C=NC3=C(N=C(N=C32)Cl)N)CO)O. Cell line: SNB-75. Synergy scores: CSS=13.4, Synergy_ZIP=-7.09, Synergy_Bliss=1.76, Synergy_Loewe=-0.925, Synergy_HSA=0.912. (3) Drug 1: CC1=C(C=C(C=C1)NC2=NC=CC(=N2)N(C)C3=CC4=NN(C(=C4C=C3)C)C)S(=O)(=O)N.Cl. Drug 2: B(C(CC(C)C)NC(=O)C(CC1=CC=CC=C1)NC(=O)C2=NC=CN=C2)(O)O. Cell line: MDA-MB-231. Synergy scores: CSS=18.2, Synergy_ZIP=1.62, Synergy_Bliss=8.31, Synergy_Loewe=11.3, Synergy_HSA=10.3. (4) Drug 1: COCCOC1=C(C=C2C(=C1)C(=NC=N2)NC3=CC=CC(=C3)C#C)OCCOC.Cl. Drug 2: CC1C(C(CC(O1)OC2CC(CC3=C2C(=C4C(=C3O)C(=O)C5=C(C4=O)C(=CC=C5)OC)O)(C(=O)CO)O)N)O.Cl. Cell line: IGROV1. Synergy scores: CSS=64.6, Synergy_ZIP=2.47, Synergy_Bliss=2.14, Synergy_Loewe=8.46, Synergy_HSA=9.84. (5) Drug 1: C1CCC(C1)C(CC#N)N2C=C(C=N2)C3=C4C=CNC4=NC=N3. Drug 2: CC(C)NC(=O)C1=CC=C(C=C1)CNNC.Cl. Cell line: MCF7. Synergy scores: CSS=5.13, Synergy_ZIP=3.66, Synergy_Bliss=6.01, Synergy_Loewe=3.81, Synergy_HSA=4.44. (6) Drug 1: C#CCC(CC1=CN=C2C(=N1)C(=NC(=N2)N)N)C3=CC=C(C=C3)C(=O)NC(CCC(=O)O)C(=O)O. Drug 2: CN(CC1=CN=C2C(=N1)C(=NC(=N2)N)N)C3=CC=C(C=C3)C(=O)NC(CCC(=O)O)C(=O)O. Cell line: IGROV1. Synergy scores: CSS=43.9, Synergy_ZIP=0.673, Synergy_Bliss=3.50, Synergy_Loewe=1.50, Synergy_HSA=1.97. (7) Drug 1: CCC1=C2CN3C(=CC4=C(C3=O)COC(=O)C4(CC)O)C2=NC5=C1C=C(C=C5)O. Drug 2: C1CNP(=O)(OC1)N(CCCl)CCCl. Cell line: BT-549. Synergy scores: CSS=37.3, Synergy_ZIP=2.85, Synergy_Bliss=3.67, Synergy_Loewe=-74.4, Synergy_HSA=4.16.